Dataset: Full USPTO retrosynthesis dataset with 1.9M reactions from patents (1976-2016). Task: Predict the reactants needed to synthesize the given product. (1) Given the product [Br:1][C:2]1[CH:7]=[C:6]([F:8])[CH:5]=[CH:4][C:3]=1[CH:9]1[N:10]=[C:11]([C:22]2[S:23][CH:24]=[CH:25][N:26]=2)[NH:12][C:13]([CH2:20][N:32]2[CH2:33][C:28]([CH3:27])([CH3:38])[O:29][CH2:30][C@H:31]2[C:34]([O:36][CH3:37])=[O:35])=[C:14]1[C:15]([O:17][CH2:18][CH3:19])=[O:16], predict the reactants needed to synthesize it. The reactants are: [Br:1][C:2]1[CH:7]=[C:6]([F:8])[CH:5]=[CH:4][C:3]=1[CH:9]1[C:14]([C:15]([O:17][CH2:18][CH3:19])=[O:16])=[C:13]([CH2:20]Br)[NH:12][C:11]([C:22]2[S:23][CH:24]=[CH:25][N:26]=2)=[N:10]1.[CH3:27][C:28]1([CH3:38])[CH2:33][NH:32][C@H:31]([C:34]([O:36][CH3:37])=[O:35])[CH2:30][O:29]1. (2) Given the product [N+:1]12([CH2:21][CH2:20][CH2:19][S:23]([O-:25])(=[O:24])=[O:22])[CH2:8][CH2:7][CH:4]([CH2:5][CH2:6]1)[CH2:3][CH2:2]2, predict the reactants needed to synthesize it. The reactants are: [N:1]12[CH2:8][CH2:7][CH:4]([CH2:5][CH2:6]1)[CH:3](O)[CH2:2]2.N12CCC(CC1)CC2O.[CH2:19]1[S:23](=[O:25])(=[O:24])[O:22][CH2:21][CH2:20]1. (3) The reactants are: Br[C:2]1[CH:7]=[CH:6][C:5]([C:8]2[N:13]=[N:12][C:11]([O:14][C@@H:15]3[CH:20]4[CH2:21][CH2:22][N:17]([CH2:18][CH2:19]4)[CH2:16]3)=[CH:10][CH:9]=2)=[CH:4][CH:3]=1.[C:23](=[NH:36])([C:30]1[CH:35]=[CH:34][CH:33]=[CH:32][CH:31]=1)[C:24]1[CH:29]=[CH:28][CH:27]=[CH:26][CH:25]=1.CC1(C)C2C(=C(P(C3C=CC=CC=3)C3C=CC=CC=3)C=CC=2)OC2C(P(C3C=CC=CC=3)C3C=CC=CC=3)=CC=CC1=2.C(O[Na])(C)(C)C. Given the product [N:17]12[CH2:22][CH2:21][CH:20]([CH2:19][CH2:18]1)[C@@H:15]([O:14][C:11]1[N:12]=[N:13][C:8]([C:5]3[CH:6]=[CH:7][C:2]([N:36]=[C:23]([C:24]4[CH:29]=[CH:28][CH:27]=[CH:26][CH:25]=4)[C:30]4[CH:35]=[CH:34][CH:33]=[CH:32][CH:31]=4)=[CH:3][CH:4]=3)=[CH:9][CH:10]=1)[CH2:16]2, predict the reactants needed to synthesize it. (4) The reactants are: [Cl:1][C:2]1[C:7]([Cl:8])=[C:6]([S:9](=[O:18])(=[O:17])[NH:10][C@@H:11]([CH3:16])[C:12]([F:15])([F:14])[F:13])[CH:5]=[CH:4][C:3]=1[C:19]1[S:23][C:22]([C:24]([NH2:26])=O)=[N:21][C:20]=1[C:27]([N:29]1[CH2:34][CH2:33][CH:32]([F:35])[CH2:31][CH2:30]1)=[O:28].CCN(C(C)C)C(C)C.C(OC(C(F)(F)F)=O)(C(F)(F)F)=O. Given the product [Cl:8][C:7]1[C:2]([Cl:1])=[C:3]([C:19]2[S:23][C:22]([C:24]#[N:26])=[N:21][C:20]=2[C:27]([N:29]2[CH2:30][CH2:31][CH:32]([F:35])[CH2:33][CH2:34]2)=[O:28])[CH:4]=[CH:5][C:6]=1[S:9]([NH:10][C@@H:11]([CH3:16])[C:12]([F:13])([F:15])[F:14])(=[O:18])=[O:17], predict the reactants needed to synthesize it. (5) Given the product [F:1][C:2]1[CH:7]=[CH:6][CH:5]=[CH:4][C:3]=1[NH:8][C:9](=[O:10])[NH:11][C:12]1[CH:17]=[CH:16][C:15]([C:18]2[CH:22]=[C:21]([C:23]([NH:25][CH:26]([CH2:31][C:32]3[CH:33]=[CH:34][CH:35]=[CH:36][CH:37]=3)[C:27]([O:29][CH3:30])=[O:28])=[O:24])[O:20][N:19]=2)=[CH:14][CH:13]=1, predict the reactants needed to synthesize it. The reactants are: [F:1][C:2]1[CH:7]=[CH:6][CH:5]=[CH:4][C:3]=1[N:8]=[C:9]=[O:10].[NH2:11][C:12]1[CH:17]=[CH:16][C:15]([C:18]2[CH:22]=[C:21]([C:23]([NH:25][CH:26]([CH2:31][C:32]3[CH:37]=[CH:36][CH:35]=[CH:34][CH:33]=3)[C:27]([O:29][CH3:30])=[O:28])=[O:24])[O:20][N:19]=2)=[CH:14][CH:13]=1. (6) Given the product [F:1][C:2]([F:35])([F:34])[C:3]1[CH:4]=[C:5]([C:13]([N:15]2[CH2:20][CH2:19][C@H:18]([C:21]3[CH:26]=[CH:25][CH:24]=[C:23]([N:38]([CH2:39][CH3:40])[CH2:36][CH3:37])[CH:22]=3)[C@H:17]([C:28]3[CH:33]=[CH:32][CH:31]=[CH:30][CH:29]=3)[CH2:16]2)=[O:14])[CH:6]=[C:7]([C:9]([F:12])([F:11])[F:10])[CH:8]=1, predict the reactants needed to synthesize it. The reactants are: [F:1][C:2]([F:35])([F:34])[C:3]1[CH:4]=[C:5]([C:13]([N:15]2[CH2:20][CH2:19][C@H:18]([C:21]3[CH:26]=[CH:25][CH:24]=[C:23](Br)[CH:22]=3)[C@H:17]([C:28]3[CH:33]=[CH:32][CH:31]=[CH:30][CH:29]=3)[CH2:16]2)=[O:14])[CH:6]=[C:7]([C:9]([F:12])([F:11])[F:10])[CH:8]=1.[CH2:36]([NH:38][CH2:39][CH3:40])[CH3:37]. (7) Given the product [CH3:13][CH:12]([O:4][C:3]1[CH:10]=[CH:9][C:7]([OH:8])=[CH:6][CH:5]=1)[CH3:14], predict the reactants needed to synthesize it. The reactants are: [OH-].[K+].[C:3]1([CH:10]=[CH:9][C:7]([OH:8])=[CH:6][CH:5]=1)[OH:4].I[CH:12]([CH3:14])[CH3:13]. (8) The reactants are: [Cl:1][C:2]1[CH:3]=[C:4]([CH2:9][C:10]#N)[CH:5]=[C:6]([Cl:8])[CH:7]=1.S(=O)(=O)(O)[OH:13].[OH2:17]. Given the product [Cl:1][C:2]1[CH:3]=[C:4]([CH2:9][C:10]([OH:13])=[O:17])[CH:5]=[C:6]([Cl:8])[CH:7]=1, predict the reactants needed to synthesize it. (9) Given the product [NH2:1][CH2:2][CH2:3][N:4]1[C:12]([C:13]2[CH:18]=[CH:17][C:16]([F:23])=[CH:15][CH:14]=2)=[C:11]2[C:6]([N:7]([CH3:22])[C:8](=[O:21])[N:9]([CH3:20])[C:10]2=[O:19])=[CH:5]1, predict the reactants needed to synthesize it. The reactants are: [NH2:1][CH2:2][CH2:3][N:4]1[C:12]([C:13]2[CH:18]=[CH:17][CH:16]=[CH:15][CH:14]=2)=[C:11]2[C:6]([N:7]([CH3:22])[C:8](=[O:21])[N:9]([CH3:20])[C:10]2=[O:19])=[CH:5]1.[F:23]C1C=CC(C(Cl)=O)=CC=1.